Predict which catalyst facilitates the given reaction. From a dataset of Catalyst prediction with 721,799 reactions and 888 catalyst types from USPTO. Reactant: [NH2:1][C:2]1[N:7]=[CH:6][N:5]=[C:4]2[N:8]([CH:12]([C:14]3[C:15]([O:34][CH2:35][CH3:36])=[C:16]([CH:23]4[CH2:26][N:25](C(OC(C)(C)C)=O)[CH2:24]4)[C:17]([C:21]#[N:22])=[C:18]([Cl:20])[CH:19]=3)[CH3:13])[N:9]=[C:10]([CH3:11])[C:3]=12.FC(F)(F)C(O)=O. Product: [NH2:1][C:2]1[N:7]=[CH:6][N:5]=[C:4]2[N:8]([CH:12]([C:14]3[CH:19]=[C:18]([Cl:20])[C:17]([C:21]#[N:22])=[C:16]([CH:23]4[CH2:24][NH:25][CH2:26]4)[C:15]=3[O:34][CH2:35][CH3:36])[CH3:13])[N:9]=[C:10]([CH3:11])[C:3]=12. The catalyst class is: 61.